This data is from Peptide-MHC class II binding affinity with 134,281 pairs from IEDB. The task is: Regression. Given a peptide amino acid sequence and an MHC pseudo amino acid sequence, predict their binding affinity value. This is MHC class II binding data. (1) The peptide sequence is MANSRAFALVLLFCA. The MHC is DRB3_0101 with pseudo-sequence DRB3_0101. The binding affinity (normalized) is 0.275. (2) The binding affinity (normalized) is 0.812. The peptide sequence is LPRLIAFTSEHSHFS. The MHC is DRB1_0401 with pseudo-sequence DRB1_0401. (3) The peptide sequence is QLSRKTFDTEYQKTK. The MHC is DRB1_0701 with pseudo-sequence DRB1_0701. The binding affinity (normalized) is 0.118. (4) The peptide sequence is EFESLFKCLSHISLS. The MHC is DRB1_1101 with pseudo-sequence DRB1_1101. The binding affinity (normalized) is 0.816. (5) The peptide sequence is GELQIKDKIDAAFKI. The MHC is DRB1_0404 with pseudo-sequence DRB1_0404. The binding affinity (normalized) is 0.491.